This data is from Forward reaction prediction with 1.9M reactions from USPTO patents (1976-2016). The task is: Predict the product of the given reaction. (1) Given the reactants C([S:4][CH:5]([CH3:14])[CH:6]([CH3:13])[C:7]([O:9][CH:10]([CH3:12])[CH3:11])=[O:8])(=O)C, predict the reaction product. The product is: [SH:4][CH:5]([CH3:14])[CH:6]([CH3:13])[C:7]([O:9][CH:10]([CH3:12])[CH3:11])=[O:8]. (2) Given the reactants [Cl:1][C:2]1[CH:10]=[C:9]2[C:5]([C:6]([CH2:18][C:19]3[CH:24]=[CH:23][CH:22]=[C:21]([Cl:25])[CH:20]=3)([CH:12]3[CH2:17][CH2:16][CH2:15][NH:14][CH2:13]3)[C:7](=[O:11])[NH:8]2)=[CH:4][CH:3]=1.C(N(CC)CC)C.[F:33][C:34]1[CH:39]=[CH:38][C:37]([N:40]=[C:41]=[O:42])=[CH:36][CH:35]=1, predict the reaction product. The product is: [F:33][C:34]1[CH:39]=[CH:38][C:37]([NH:40][C:41]([N:14]2[CH2:15][CH2:16][CH2:17][CH:12]([C:6]3([CH2:18][C:19]4[CH:24]=[CH:23][CH:22]=[C:21]([Cl:25])[CH:20]=4)[C:5]4[C:9](=[CH:10][C:2]([Cl:1])=[CH:3][CH:4]=4)[NH:8][C:7]3=[O:11])[CH2:13]2)=[O:42])=[CH:36][CH:35]=1.